From a dataset of Full USPTO retrosynthesis dataset with 1.9M reactions from patents (1976-2016). Predict the reactants needed to synthesize the given product. The reactants are: [Cl:1][C:2]1[CH:7]=[C:6]([F:8])[CH:5]=[CH:4][C:3]=1[O:9][CH3:10].[Li]C(C)(C)C.CCCCC.[CH3:21][Si:22]([CH3:25])([CH3:24])Cl.C(=O)(O)[O-].[Na+]. Given the product [F:8][C:6]1[CH:5]=[CH:4][C:3]([O:9][CH3:10])=[C:2]([Cl:1])[C:7]=1[Si:22]([CH3:25])([CH3:24])[CH3:21], predict the reactants needed to synthesize it.